Predict the product of the given reaction. From a dataset of Forward reaction prediction with 1.9M reactions from USPTO patents (1976-2016). (1) Given the reactants [CH3:1][O:2][C:3]1[CH:4]=[C:5]([CH:14]=[CH:15][C:16]=1[O:17][CH3:18])[CH2:6][NH:7][CH2:8][CH:9](OC)[O:10]C.[ClH:19].[OH-].[Na+], predict the reaction product. The product is: [ClH:19].[CH3:1][O:2][C:3]1[C:16]([O:17][CH3:18])=[CH:15][CH:14]=[C:5]2[C:4]=1[CH:9]([OH:10])[CH2:8][NH:7][CH2:6]2. (2) Given the reactants [CH2:1]([O:3][C:4](=[O:18])[CH2:5][C:6]1[NH:7][C:8](=S)[N:9]([CH:11]2[CH2:16][CH2:15][CH2:14][CH2:13][CH2:12]2)[CH:10]=1)[CH3:2].OO, predict the reaction product. The product is: [CH2:1]([O:3][C:4](=[O:18])[CH2:5][C:6]1[N:7]=[CH:8][N:9]([CH:11]2[CH2:12][CH2:13][CH2:14][CH2:15][CH2:16]2)[CH:10]=1)[CH3:2]. (3) Given the reactants Cl.C[O:3][C:4](=O)/[CH:5]=[CH:6]/[C:7]1[CH:12]=[CH:11][C:10]([CH2:13][NH:14][CH2:15][CH2:16][C:17]2[C:25]3[C:20](=[CH:21][CH:22]=[CH:23][CH:24]=3)[NH:19][C:18]=2[CH3:26])=[CH:9][CH:8]=1.[OH-:28].[Na+].[NH2:30]O.Cl, predict the reaction product. The product is: [OH:28][NH:30][C:4](=[O:3])/[CH:5]=[CH:6]/[C:7]1[CH:12]=[CH:11][C:10]([CH2:13][NH:14][CH2:15][CH2:16][C:17]2[C:25]3[C:20](=[CH:21][CH:22]=[CH:23][CH:24]=3)[NH:19][C:18]=2[CH3:26])=[CH:9][CH:8]=1. (4) Given the reactants C(OC([NH:8][C@H:9]([C:29]([N:31]1[C@H:35]([C:36](=[O:48])[NH:37][C@H:38]2[C:47]3[C:42](=[CH:43][CH:44]=[CH:45][CH:46]=3)[CH2:41][CH2:40][CH2:39]2)[CH2:34][Si:33]([CH3:50])([CH3:49])[CH2:32]1)=[O:30])[CH2:10][C:11]1[CH:16]=[CH:15][C:14]([C:17]#[C:18][C:19]2[CH:28]=[CH:27][C:22]([C:23]([O:25][CH3:26])=[O:24])=[CH:21][CH:20]=2)=[CH:13][CH:12]=1)=O)(C)(C)C.[ClH:51], predict the reaction product. The product is: [NH2:8][C@H:9]([C:29]([N:31]1[C@H:35]([C:36](=[O:48])[NH:37][C@H:38]2[C:47]3[C:42](=[CH:43][CH:44]=[CH:45][CH:46]=3)[CH2:41][CH2:40][CH2:39]2)[CH2:34][Si:33]([CH3:50])([CH3:49])[CH2:32]1)=[O:30])[CH2:10][C:11]1[CH:16]=[CH:15][C:14]([C:17]#[C:18][C:19]2[CH:20]=[CH:21][C:22]([C:23]([O:25][CH3:26])=[O:24])=[CH:27][CH:28]=2)=[CH:13][CH:12]=1.[ClH:51]. (5) The product is: [CH3:7][O:8][C:9](=[O:22])[C:10]1[C:18]([N+:19]([O-:21])=[O:20])=[CH:17][CH:16]=[CH:15][C:1]=1[C:2]([Cl:4])=[O:3]. Given the reactants [C:1](Cl)(=O)[C:2]([Cl:4])=[O:3].[CH3:7][O:8][C:9](=[O:22])[C:10]1C(=[CH:15][CH:16]=[CH:17][C:18]=1[N+:19]([O-:21])=[O:20])C(O)=O, predict the reaction product. (6) Given the reactants FC(F)(F)C(O)=O.[C:8]1([C:26]2[CH:31]=[CH:30][CH:29]=[CH:28][CH:27]=2)[CH:13]=[CH:12][C:11]([CH:14]([NH:18]C(=O)OC(C)(C)C)[CH2:15][C:16]#[N:17])=[CH:10][CH:9]=1, predict the reaction product. The product is: [NH2:18][CH:14]([C:11]1[CH:12]=[CH:13][C:8]([C:26]2[CH:31]=[CH:30][CH:29]=[CH:28][CH:27]=2)=[CH:9][CH:10]=1)[CH2:15][C:16]#[N:17].